Dataset: Catalyst prediction with 721,799 reactions and 888 catalyst types from USPTO. Task: Predict which catalyst facilitates the given reaction. (1) Reactant: [Br:1][CH2:2][C:3]1[CH:8]=[CH:7][CH:6]=[CH:5][CH:4]=1.[CH3:9][C:10]1[CH:15]=[CH:14][N:13]=[CH:12][C:11]=1[NH:16][C:17](=[O:20])[O:18][CH3:19]. Product: [Br-:1].[CH2:2]([N+:13]1[CH:14]=[CH:15][C:10]([CH3:9])=[C:11]([NH:16][C:17]([O:18][CH3:19])=[O:20])[CH:12]=1)[C:3]1[CH:8]=[CH:7][CH:6]=[CH:5][CH:4]=1. The catalyst class is: 11. (2) Reactant: C([O:8][C:9]1[CH:10]=[C:11]([CH2:18][C:19]([O:21][CH3:22])=[O:20])[CH:12]=[CH:13][C:14]=1[O:15][CH2:16][CH3:17])C1C=CC=CC=1. Product: [CH2:16]([O:15][C:14]1[CH:13]=[CH:12][C:11]([CH2:18][C:19]([O:21][CH3:22])=[O:20])=[CH:10][C:9]=1[OH:8])[CH3:17]. The catalyst class is: 481. (3) Reactant: [NH2:1][CH2:2][C:3]1[CH:8]=[CH:7][CH:6]=[CH:5][C:4]=1[C:9]1[C:10]([C:15]([OH:17])=[O:16])=[CH:11][CH:12]=[CH:13][CH:14]=1.[C:18](=[O:21])([O-])[OH:19].[Na+]. Product: [CH2:2]([O:19][C:18]([NH:1][CH2:2][C:3]1[CH:8]=[CH:7][CH:6]=[CH:5][C:4]=1[C:9]1[C:10]([C:15]([OH:17])=[O:16])=[CH:11][CH:12]=[CH:13][CH:14]=1)=[O:21])[C:3]1[CH:8]=[CH:7][CH:6]=[CH:5][CH:4]=1. The catalyst class is: 38. (4) Reactant: C1(S([N:10]2[CH2:17][CH:16]3[N:18]([CH3:19])[CH:12]([CH2:13][O:14][CH2:15]3)[CH2:11]2)(=O)=O)C=CC=CC=1.C1(C)C=CC=CC=1.[ClH:27]. Product: [ClH:27].[CH3:19][N:18]1[CH:12]2[CH2:11][NH:10][CH2:17][CH:16]1[CH2:15][O:14][CH2:13]2. The catalyst class is: 113.